From a dataset of Full USPTO retrosynthesis dataset with 1.9M reactions from patents (1976-2016). Predict the reactants needed to synthesize the given product. (1) Given the product [CH2:14]([O:1][C:2]1[C:3]([N+:11]([O-:13])=[O:12])=[C:4]([CH:8]=[CH:9][CH:10]=1)[C:5]([O:7][CH2:5][C:4]1[CH:8]=[CH:9][CH:10]=[CH:2][CH:3]=1)=[O:6])[C:15]1[CH:20]=[CH:19][CH:18]=[CH:17][CH:16]=1, predict the reactants needed to synthesize it. The reactants are: [OH:1][C:2]1[C:3]([N+:11]([O-:13])=[O:12])=[C:4]([CH:8]=[CH:9][CH:10]=1)[C:5]([OH:7])=[O:6].[CH2:14](Br)[C:15]1[CH:20]=[CH:19][CH:18]=[CH:17][CH:16]=1.C(=O)([O-])[O-].[K+].[K+]. (2) Given the product [N+:1]([C:4]1[C:9]([CH2:10][OH:11])=[CH:8][CH:7]=[CH:6][C:5]=1[CH2:13][OH:14])([O-:3])=[O:2], predict the reactants needed to synthesize it. The reactants are: [N+:1]([C:4]1[C:9]([C:10](O)=[O:11])=[CH:8][CH:7]=[CH:6][C:5]=1[C:13](O)=[O:14])([O-:3])=[O:2].B.C1COCC1. (3) Given the product [CH:1]1([C:4]2[N:8]([C:9]3[CH:14]=[CH:13][CH:12]=[C:11]([C:15]([F:17])([F:16])[F:18])[CH:10]=3)[N:7]=[C:6]([CH3:19])[C:5]=2[C:20]([N:22]2[CH2:23][CH2:24][CH:25]([N:32]3[CH2:33][CH2:34][C@@H:35]([OH:36])[C@H:31]3[CH3:30])[CH2:26][CH2:27]2)=[O:21])[CH2:3][CH2:2]1, predict the reactants needed to synthesize it. The reactants are: [CH:1]1([C:4]2[N:8]([C:9]3[CH:14]=[CH:13][CH:12]=[C:11]([C:15]([F:18])([F:17])[F:16])[CH:10]=3)[N:7]=[C:6]([CH3:19])[C:5]=2[C:20]([N:22]2[CH2:27][CH2:26][C:25](=O)[CH2:24][CH2:23]2)=[O:21])[CH2:3][CH2:2]1.Cl.[CH3:30][C@@H:31]1[C@H:35]([OH:36])[CH2:34][CH2:33][NH:32]1. (4) Given the product [OH:3][CH2:4][CH2:5][O:6][C:7]1[CH:20]=[CH:19][C:18]2[S:17][C:16]3[C:11](=[CH:12][CH:13]=[CH:14][CH:15]=3)[C:10](=[O:21])[C:9]=2[CH:8]=1, predict the reactants needed to synthesize it. The reactants are: C([O:3][CH2:4][CH2:5][O:6][C:7]1[CH:20]=[CH:19][C:18]2[S:17][C:16]3[C:11](=[CH:12][CH:13]=[CH:14][CH:15]=3)[C:10](=[O:21])[C:9]=2[CH:8]=1)=C.C1(C)C=CC(S([O-])(=O)=O)=CC=1.[NH+]1C=CC=CC=1.O.C(=O)([O-])[O-].[Na+].[Na+]. (5) Given the product [C:40]([O:33][C@@H:27]([C:9]1[C:10]([CH3:26])=[CH:11][C:12]2[C:17](=[CH:16][C:15]([C:66]#[C:65][C:63]([OH:67])([CH3:64])[CH3:62])=[CH:14][CH:13]=2)[C:8]=1[C:5]1[CH:6]=[CH:7][C:2]([Cl:1])=[CH:3][CH:4]=1)[C:28]([OH:30])=[O:29])([CH3:45])([CH3:41])[CH3:39], predict the reactants needed to synthesize it. The reactants are: [Cl:1][C:2]1[CH:7]=[CH:6][C:5]([C:8]2[C:17]3[C:12](=[CH:13][C:14](OS(C(F)(F)F)(=O)=O)=[CH:15][CH:16]=3)[CH:11]=[C:10]([CH3:26])[C:9]=2[C@H:27]([OH:33])[C:28]([O:30]CC)=[O:29])=[CH:4][CH:3]=1.[BH4-].[Na+].BrC1C=[C:45]2[C:40]([CH:41]=C(C)C(C(=O)C(OCC)=O)=C2C2C=CC(Cl)=CC=2)=[CH:39]C=1.[CH3:62][C:63]([OH:67])([C:65]#[CH:66])[CH3:64]. (6) Given the product [NH:7]1[C:8]2[CH:14]=[CH:13][CH:12]=[CH:11][C:9]=2[N:10]=[C:6]1[CH2:5][C:4]([NH:17][NH2:18])=[O:3], predict the reactants needed to synthesize it. The reactants are: C([O:3][C:4](=O)[CH2:5][C:6]1[NH:10][C:9]2[CH:11]=[CH:12][CH:13]=[CH:14][C:8]=2[N:7]=1)C.O.[NH2:17][NH2:18]. (7) Given the product [F:1][C:2]1[CH:7]=[CH:6][C:5]([N:8]2[C:16]3[C:11](=[CH:12][C:13]([O:17][C@H:18]([C:22]4[CH:27]=[CH:26][C:25]([C:28]([F:29])([F:31])[F:30])=[CH:24][CH:23]=4)[C@@H:19]([NH:21][C:34](=[O:35])[C@H:33]([OH:32])[CH3:37])[CH3:20])=[CH:14][CH:15]=3)[CH:10]=[N:9]2)=[CH:4][CH:3]=1, predict the reactants needed to synthesize it. The reactants are: [F:1][C:2]1[CH:7]=[CH:6][C:5]([N:8]2[C:16]3[C:11](=[CH:12][C:13]([O:17][C@H:18]([C:22]4[CH:27]=[CH:26][C:25]([C:28]([F:31])([F:30])[F:29])=[CH:24][CH:23]=4)[C@@H:19]([NH2:21])[CH3:20])=[CH:14][CH:15]=3)[CH:10]=[N:9]2)=[CH:4][CH:3]=1.[OH:32][C@H:33]([CH3:37])[C:34](O)=[O:35]. (8) Given the product [F:1][C:2]1[CH:7]=[N:6][C:5]([N:8]2[CH2:16][CH:15]3[C:10]([C:26]4[CH:27]=[N:28][CH:29]=[CH:30][CH:31]=4)([N:11]=[C:12]([NH2:17])[S:13][CH2:14]3)[CH2:9]2)=[N:4][CH:3]=1, predict the reactants needed to synthesize it. The reactants are: [F:1][C:2]1[CH:3]=[N:4][C:5]([N:8]2[CH2:16][CH:15]3[C:10]([C:26]4[CH:27]=[N:28][CH:29]=[CH:30][CH:31]=4)([N:11]=[C:12]([NH:17]C(=O)C4C=CC=CC=4)[S:13][CH2:14]3)[CH2:9]2)=[N:6][CH:7]=1.N1C=CC=CC=1.Cl.CON. (9) Given the product [Cl:23][C:16]1[N:17]=[CH:18][C:19]2[NH:20][C:4](=[O:3])[CH:5]([CH3:24])[CH:6]([CH3:7])[N:8]([CH:9]3[CH2:13][CH2:12][CH2:11][CH2:10]3)[C:14]=2[N:15]=1, predict the reactants needed to synthesize it. The reactants are: C([O:3][C:4](=O)[CH:5]([CH3:24])[CH:6]([N:8]([C:14]1[C:19]([N+:20]([O-])=O)=[CH:18][N:17]=[C:16]([Cl:23])[N:15]=1)[CH:9]1[CH2:13][CH2:12][CH2:11][CH2:10]1)[CH3:7])C.Cl. (10) Given the product [CH2:13]([C:15]1[N:19]([C:20]2[CH:21]=[CH:22][C:23]([O:26][C:2]3[CH:7]=[C:6]([S:8]([CH3:11])(=[O:10])=[O:9])[CH:5]=[C:4]([F:12])[CH:3]=3)=[CH:24][CH:25]=2)[C:18]2[CH:27]=[CH:28][CH:29]=[C:30]([C:31]([F:34])([F:33])[F:32])[C:17]=2[N:16]=1)[CH3:14], predict the reactants needed to synthesize it. The reactants are: F[C:2]1[CH:7]=[C:6]([S:8]([CH3:11])(=[O:10])=[O:9])[CH:5]=[C:4]([F:12])[CH:3]=1.[CH2:13]([C:15]1[N:19]([C:20]2[CH:25]=[CH:24][C:23]([OH:26])=[CH:22][CH:21]=2)[C:18]2[CH:27]=[CH:28][CH:29]=[C:30]([C:31]([F:34])([F:33])[F:32])[C:17]=2[N:16]=1)[CH3:14].